From a dataset of Full USPTO retrosynthesis dataset with 1.9M reactions from patents (1976-2016). Predict the reactants needed to synthesize the given product. (1) Given the product [ClH:28].[CH3:17][CH:16]([CH:13]1[CH2:12][NH:11][CH2:17][C:16]2[CH:18]=[CH:19][CH:20]=[CH:21][C:15]=2[O:14]1)[CH2:15][CH2:21][CH2:20][CH2:26][CH3:27], predict the reactants needed to synthesize it. The reactants are: CC(OC([N:11]1[CH2:17][C:16]2[CH:18]=[CH:19][CH:20]=[CH:21][C:15]=2[O:14][CH2:13][CH2:12]1)=O)CCCCC.C(O[CH2:26][CH3:27])(=O)C.[ClH:28]. (2) The reactants are: C[O:2][C:3]([C:5]1[CH:14]=[CH:13][C:12]2[C:7](=[CH:8][CH:9]=[C:10]([C:15]([CH3:23])([CH3:22])[O:16][SiH2:17][C:18]([CH3:21])([CH3:20])[CH3:19])[CH:11]=2)[CH:6]=1)=O.[NH2:24][NH2:25]. Given the product [C:18]([SiH2:17][O:16][C:15]([CH3:23])([CH3:22])[C:10]1[CH:11]=[C:12]2[C:7](=[CH:8][CH:9]=1)[CH:6]=[C:5]([C:3]([NH:24][NH2:25])=[O:2])[CH:14]=[CH:13]2)([CH3:21])([CH3:20])[CH3:19], predict the reactants needed to synthesize it.